This data is from Catalyst prediction with 721,799 reactions and 888 catalyst types from USPTO. The task is: Predict which catalyst facilitates the given reaction. (1) Reactant: [CH3:1][O:2][C:3]1[CH:4]=[CH:5][C:6]2[C:10]([O:11][C:12]3[CH:17]=[CH:16][C:15](/[CH:18]=[CH:19]/[C:20]([O:22][CH3:23])=[O:21])=[CH:14][CH:13]=3)=[CH:9][S:8][C:7]=2[CH:24]=1.[Br:25]N1C(=O)CCC1=O. Product: [Br:25][C:9]1[S:8][C:7]2[CH:24]=[C:3]([O:2][CH3:1])[CH:4]=[CH:5][C:6]=2[C:10]=1[O:11][C:12]1[CH:17]=[CH:16][C:15](/[CH:18]=[CH:19]/[C:20]([O:22][CH3:23])=[O:21])=[CH:14][CH:13]=1. The catalyst class is: 1. (2) Reactant: [F:1][C:2]([F:15])([F:14])[C:3](=O)[CH2:4][C:5]([C:7]1[CH:12]=[CH:11][CH:10]=[CH:9][CH:8]=1)=O.O.[NH2:17][NH2:18]. Product: [C:7]1([C:5]2[CH:4]=[C:3]([C:2]([F:15])([F:14])[F:1])[NH:18][N:17]=2)[CH:12]=[CH:11][CH:10]=[CH:9][CH:8]=1. The catalyst class is: 8. (3) Reactant: C[O:2][C:3]([C:5]1[C:17]2[C:16]3[C:11](=[CH:12][CH:13]=[C:14]([Cl:18])[CH:15]=3)[N:10]([CH3:19])[C:9]=2[C:8]([O:20][CH3:21])=[CH:7][CH:6]=1)=[O:4]. The catalyst class is: 273. Product: [Cl:18][C:14]1[CH:15]=[C:16]2[C:11](=[CH:12][CH:13]=1)[N:10]([CH3:19])[C:9]1[C:8]([O:20][CH3:21])=[CH:7][CH:6]=[C:5]([C:3]([OH:4])=[O:2])[C:17]2=1. (4) Reactant: [N:1]1([C:7]2[N:11]3[CH:12]=[CH:13][CH:14]=[CH:15][C:10]3=[C:9]([C:16]([O:18]C)=[O:17])[N:8]=2)[CH2:6][CH2:5][O:4][CH2:3][CH2:2]1.[OH-].[Na+].O.Cl. Product: [N:1]1([C:7]2[N:11]3[CH:12]=[CH:13][CH:14]=[CH:15][C:10]3=[C:9]([C:16]([OH:18])=[O:17])[N:8]=2)[CH2:6][CH2:5][O:4][CH2:3][CH2:2]1. The catalyst class is: 5. (5) Reactant: [CH2:1]([N:3]([CH2:27][CH3:28])[C:4]([CH:6]1[C:18]2[C:17]3[C:12](=[CH:13][CH:14]=[C:15]([OH:19])[CH:16]=3)[N:11]([CH2:20][CH2:21][OH:22])[C:10]=2[C:9]2[CH:23]=[CH:24][CH:25]=[CH:26][C:8]=2[S:7]1)=[O:5])[CH3:2].[H-].[Na+].[CH2:31](Br)[CH3:32]. Product: [CH2:27]([N:3]([CH2:1][CH3:2])[C:4]([CH:6]1[C:18]2[C:17]3[C:12](=[CH:13][CH:14]=[C:15]([O:19][CH2:31][CH3:32])[CH:16]=3)[N:11]([CH2:20][CH2:21][OH:22])[C:10]=2[C:9]2[CH:23]=[CH:24][CH:25]=[CH:26][C:8]=2[S:7]1)=[O:5])[CH3:28]. The catalyst class is: 3.